From a dataset of Forward reaction prediction with 1.9M reactions from USPTO patents (1976-2016). Predict the product of the given reaction. (1) Given the reactants [Si:1]([O:8][C:9]1[CH:10]=[C:11]([CH:14]=[CH:15][CH:16]=1)[CH:12]=O)([C:4]([CH3:7])([CH3:6])[CH3:5])([CH3:3])[CH3:2].Cl.[NH2:18][C:19]1([C:24]([O:26][CH2:27][CH3:28])=[O:25])[CH2:23][CH2:22][CH2:21][CH2:20]1, predict the reaction product. The product is: [Si:1]([O:8][C:9]1[CH:10]=[C:11]([CH:14]=[CH:15][CH:16]=1)[CH2:12][NH:18][C:19]1([C:24]([O:26][CH2:27][CH3:28])=[O:25])[CH2:23][CH2:22][CH2:21][CH2:20]1)([C:4]([CH3:7])([CH3:6])[CH3:5])([CH3:3])[CH3:2]. (2) Given the reactants [OH:1][C:2]12[CH2:9][CH2:8][C:5]([C:10]3[NH:18][C:17]4[C:16]([NH:19][CH:20]([CH2:23]O)[CH2:21][CH3:22])=[N:15][C:14](=[O:25])[N:13]([CH2:26][CH2:27][CH3:28])[C:12]=4[N:11]=3)([CH2:6][CH2:7]1)[CH2:4][CH2:3]2, predict the reaction product. The product is: [CH2:21]([CH:20]1[N:19]=[C:16]2[N:15]([C:14](=[O:25])[N:13]([CH2:26][CH2:27][CH3:28])[C:12]3[N:11]=[C:10]([C:5]45[CH2:4][CH2:3][C:2]([OH:1])([CH2:9][CH2:8]4)[CH2:7][CH2:6]5)[NH:18][C:17]=32)[CH2:23]1)[CH3:22]. (3) Given the reactants CO[C:3](=O)[CH:4]([CH2:9][C:10]1[CH:15]=[CH:14][C:13]([Cl:16])=[C:12]([O:17][C:18]([F:21])([F:20])[F:19])[CH:11]=1)[C:5](OC)=O.[H-].C([Al+]CC(C)C)C(C)C.[NH2:33][C:34]1[C:38]([C:39]([O:41]CC)=[O:40])=[CH:37][NH:36][N:35]=1.Cl, predict the reaction product. The product is: [Cl:16][C:13]1[CH:14]=[CH:15][C:10]([CH2:9][C:4]2[CH:3]=[N:33][C:34]3[N:35]([N:36]=[CH:37][C:38]=3[C:39]([OH:41])=[O:40])[CH:5]=2)=[CH:11][C:12]=1[O:17][C:18]([F:19])([F:20])[F:21]. (4) Given the reactants [CH2:1]([O:3][C:4](=[O:7])[CH2:5]Br)[CH3:2].[CH2:8]([O:15][C:16]1[CH:21]=[CH:20][C:19]([OH:22])=[CH:18][CH:17]=1)[C:9]1[CH:14]=[CH:13][CH:12]=[CH:11][CH:10]=1.C([O-])([O-])=O.[K+].[K+], predict the reaction product. The product is: [CH2:1]([O:3][C:4](=[O:7])[CH2:5][O:22][C:19]1[CH:18]=[CH:17][C:16]([O:15][CH2:8][C:9]2[CH:10]=[CH:11][CH:12]=[CH:13][CH:14]=2)=[CH:21][CH:20]=1)[CH3:2].